From a dataset of Peptide-MHC class I binding affinity with 185,985 pairs from IEDB/IMGT. Regression. Given a peptide amino acid sequence and an MHC pseudo amino acid sequence, predict their binding affinity value. This is MHC class I binding data. (1) The peptide sequence is ITLTNVVNI. The MHC is HLA-A32:01 with pseudo-sequence HLA-A32:01. The binding affinity (normalized) is 0.598. (2) The peptide sequence is YRSDIVGTY. The MHC is HLA-A31:01 with pseudo-sequence HLA-A31:01. The binding affinity (normalized) is 0.0847. (3) The MHC is HLA-C04:01 with pseudo-sequence HLA-C04:01. The binding affinity (normalized) is 0.0847. The peptide sequence is IYAAISYMI. (4) The peptide sequence is TLMAMDLGEL. The MHC is HLA-A02:17 with pseudo-sequence HLA-A02:17. The binding affinity (normalized) is 0.482. (5) The peptide sequence is TLFIDRGSIK. The binding affinity (normalized) is 0.679. The MHC is HLA-A11:01 with pseudo-sequence HLA-A11:01. (6) The binding affinity (normalized) is 0.213. The MHC is HLA-B07:02 with pseudo-sequence HLA-B07:02. The peptide sequence is RRVRRRVLV.